Dataset: Reaction yield outcomes from USPTO patents with 853,638 reactions. Task: Predict the reaction yield, written as a fraction of the theoretical maximum amount of product (1.0 means a 100% yield; for example, 0.34 means a 34% yield). (1) The product is [OH:17][C:14]1[CH:15]=[CH:16][C:10]2[C:9]([O:19][C:20]3[CH:21]=[CH:22][C:23](/[CH:26]=[CH:27]/[C:28]([OH:30])=[O:29])=[CH:24][CH:25]=3)=[C:8]([C:5]3[CH:6]=[CH:7][C:2]([O:1][CH3:35])=[CH:3][CH:4]=3)[S:12][C:11]=2[CH:13]=1. The catalyst is CO.C(Cl)Cl. The reactants are [OH:1][C:2]1[CH:7]=[CH:6][C:5]([C:8]2[S:12][C:11]3[CH:13]=[C:14]([O:17]C)[CH:15]=[CH:16][C:10]=3[C:9]=2[O:19][C:20]2[CH:25]=[CH:24][C:23](/[CH:26]=[CH:27]/[C:28]([O:30]C)=[O:29])=[CH:22][CH:21]=2)=[CH:4][CH:3]=1.O.[Li+].[OH-].[CH2:35]1COCC1. The yield is 0.530. (2) The reactants are [Br-:1].[OH:2][CH2:3][CH2:4][CH2:5][N+:6]1[C:15]2[C:10](=[CH:11][CH:12]=[CH:13][CH:14]=2)[C:9]([CH3:16])=[CH:8][CH:7]=1.[CH3:17][O:18][CH2:19][CH2:20][O:21][CH2:22][CH2:23][N:24]1[C:36]2[CH:35]=[CH:34][C:33]([CH:37]=O)=[CH:32][C:31]=2[C:30]2[C:25]1=[CH:26][CH:27]=[CH:28][CH:29]=2.N1CCCCC1. The catalyst is C(O)C. The product is [Br-:1].[OH:2][CH2:3][CH2:4][CH2:5][N+:6]1[C:15]2[C:10](=[CH:11][CH:12]=[CH:13][CH:14]=2)[C:9](/[CH:16]=[CH:37]/[C:33]2[CH:34]=[CH:35][C:36]3[N:24]([CH2:23][CH2:22][O:21][CH2:20][CH2:19][O:18][CH3:17])[C:25]4[C:30]([C:31]=3[CH:32]=2)=[CH:29][CH:28]=[CH:27][CH:26]=4)=[CH:8][CH:7]=1. The yield is 0.410. (3) The reactants are [NH2:1][C:2]1[C:3]([Br:12])=[C:4]([CH:9]=[CH:10][CH:11]=1)[C:5]([O:7][CH3:8])=[O:6].[C:13]1(=O)[CH2:18][CH2:17][CH2:16][C:15](=[O:19])[CH2:14]1. The catalyst is C(O)(=O)C. The product is [Br:12][C:3]1[C:2]([NH:1][C:13]2[CH2:18][CH2:17][CH2:16][C:15](=[O:19])[CH:14]=2)=[CH:11][CH:10]=[CH:9][C:4]=1[C:5]([O:7][CH3:8])=[O:6]. The yield is 0.760. (4) The reactants are [CH3:1][O:2][C:3]1[C:8]2[N:9]=[C:10]([NH:12][C:13]([C:15]3[S:16][C:17]([CH3:20])=[CH:18][CH:19]=3)=[O:14])[S:11][C:7]=2[C:6]([N:21]2[CH2:26][CH2:25][NH:24][CH2:23][CH2:22]2)=[CH:5][CH:4]=1.[C:27](Cl)(=[O:29])[CH3:28].N1C=CC=CC=1. The catalyst is CN(C=O)C. The product is [C:27]([N:24]1[CH2:23][CH2:22][N:21]([C:6]2[C:7]3[S:11][C:10]([NH:12][C:13]([C:15]4[S:16][C:17]([CH3:20])=[CH:18][CH:19]=4)=[O:14])=[N:9][C:8]=3[C:3]([O:2][CH3:1])=[CH:4][CH:5]=2)[CH2:26][CH2:25]1)(=[O:29])[CH3:28]. The yield is 0.550. (5) The reactants are [CH3:1][N:2]1[C:6]([C:7]2[CH:8]=[C:9]([C:12]([O:14][CH3:15])=[O:13])[S:10][CH:11]=2)=[CH:5][CH:4]=[N:3]1.[B-](F)(F)(F)[F:17].[B-](F)(F)(F)F.C1[N+]2(CCl)CC[N+](F)(CC2)C1.O. The catalyst is C1COCC1. The product is [F:17][C:5]1[CH:4]=[N:3][N:2]([CH3:1])[C:6]=1[C:7]1[CH:8]=[C:9]([C:12]([O:14][CH3:15])=[O:13])[S:10][CH:11]=1. The yield is 0.330. (6) The product is [Br:50][C:38]1[CH:39]=[C:40]([C:41]([C:43]2[N:44]([CH2:48][CH3:49])[N:45]=[CH:46][CH:47]=2)=[CH:2][O:3][CH3:4])[C:35]([NH2:34])=[N:36][CH:37]=1. The reactants are [Cl-].[CH3:2][O:3][CH2:4][P+](C1C=CC=CC=1)(C1C=CC=CC=1)C1C=CC=CC=1.C[Si]([N-][Si](C)(C)C)(C)C.[K+].[NH2:34][C:35]1[C:40]([C:41]([C:43]2[N:44]([CH2:48][CH3:49])[N:45]=[CH:46][CH:47]=2)=O)=[CH:39][C:38]([Br:50])=[CH:37][N:36]=1. The catalyst is O1CCCC1. The yield is 0.750. (7) No catalyst specified. The product is [Br:14][C:7]1[C:6]([CH3:12])=[CH:5][N:4]=[C:3]([CH2:2][Cl:1])[C:8]=1[CH3:9]. The reactants are [Cl:1][CH2:2][C:3]1[C:8]([CH3:9])=[C:7](OC)[C:6]([CH3:12])=[CH:5][N:4]=1.P(Br)(Br)[Br:14].CN(C=O)C.[NH4+].[OH-]. The yield is 0.440. (8) The reactants are [CH3:1][C:2]1[C:10]([N+:11]([O-:13])=[O:12])=[CH:9][CH:8]=[CH:7][C:3]=1[C:4]([OH:6])=[O:5].[Br:14]N1C(C)(C)C(=O)N(Br)C1=O. The catalyst is OS(O)(=O)=O. The product is [Br:14][C:8]1[CH:9]=[C:10]([N+:11]([O-:13])=[O:12])[C:2]([CH3:1])=[C:3]([CH:7]=1)[C:4]([OH:6])=[O:5]. The yield is 1.00.